From a dataset of Reaction yield outcomes from USPTO patents with 853,638 reactions. Predict the reaction yield, written as a fraction of the theoretical maximum amount of product (1.0 means a 100% yield; for example, 0.34 means a 34% yield). (1) The reactants are [CH3:1][N:2]1[CH2:7][CH2:6][N:5]([C:8]2[CH:13]=[CH:12][C:11]([CH:14]([CH3:18])[CH2:15][C:16]#[N:17])=[CH:10][CH:9]=2)[CH2:4][CH2:3]1.[OH2:19]. The catalyst is C(=O)(O)[O-].[Na+]. The product is [CH3:1][N:2]1[CH2:7][CH2:6][N:5]([C:8]2[CH:13]=[CH:12][C:11]([CH:14]([CH3:18])[CH2:15][C:16]([NH2:17])=[O:19])=[CH:10][CH:9]=2)[CH2:4][CH2:3]1. The yield is 0.740. (2) The reactants are [C:1]1(=[O:11])[C:10]2[C:5](=[CH:6][CH:7]=[CH:8][CH:9]=2)[CH2:4][CH2:3][CH2:2]1.CC(C)([O-])C.[K+].[N:18](OCCC(C)C)=[O:19]. The catalyst is C(OCC)C.C(O)(C)(C)C. The product is [C:1]1(=[O:11])[C:10]2[C:5](=[CH:6][CH:7]=[CH:8][CH:9]=2)[CH2:4][CH2:3][C:2]1=[N:18][OH:19]. The yield is 0.720. (3) The reactants are [CH3:1][C:2]1[CH:11]=[CH:10][C:5]([C:6]([O:8]C)=[O:7])=[CH:4][C:3]=1[C:12]1[NH:16][C:15]([CH3:17])=[N:14][CH:13]=1. The catalyst is CO.[OH-].[Na+]. The product is [CH3:1][C:2]1[CH:11]=[CH:10][C:5]([C:6]([OH:8])=[O:7])=[CH:4][C:3]=1[C:12]1[N:16]=[C:15]([CH3:17])[NH:14][CH:13]=1. The yield is 0.620. (4) The reactants are [NH2:1][C:2]1[CH:3]=[C:4]([C:8]2[C:16]3[O:15][CH2:14][CH:13]([C:17]4[CH:22]=[CH:21][C:20]([CH:23]([CH3:25])[CH3:24])=[CH:19][CH:18]=4)[C:12]=3[C:11]([CH3:26])=[C:10]([NH:27][C:28](=[O:34])[CH2:29][C:30]([CH3:33])([CH3:32])[CH3:31])[C:9]=2[CH3:35])[CH:5]=[CH:6][CH:7]=1.[C:36](Cl)(=[O:39])[CH2:37][CH3:38]. No catalyst specified. The product is [CH:23]([C:20]1[CH:21]=[CH:22][C:17]([CH:13]2[C:12]3[C:11]([CH3:26])=[C:10]([NH:27][C:28](=[O:34])[CH2:29][C:30]([CH3:33])([CH3:32])[CH3:31])[C:9]([CH3:35])=[C:8]([C:4]4[CH:5]=[CH:6][CH:7]=[C:2]([NH:1][C:36](=[O:39])[CH2:37][CH3:38])[CH:3]=4)[C:16]=3[O:15][CH2:14]2)=[CH:18][CH:19]=1)([CH3:24])[CH3:25]. The yield is 0.840. (5) The reactants are [Br:1][C:2]1[CH:22]=[CH:21][C:5]([O:6][CH2:7][C:8]2[NH:9][CH:10]=[C:11]([C:13]3[CH:18]=[CH:17][C:16]([Cl:19])=[CH:15][C:14]=3[Cl:20])[N:12]=2)=[CH:4][CH:3]=1.Br[CH2:24][CH3:25]. No catalyst specified. The product is [Br:1][C:2]1[CH:22]=[CH:21][C:5]([O:6][CH2:7][C:8]2[N:9]([CH2:24][CH3:25])[CH:10]=[C:11]([C:13]3[CH:18]=[CH:17][C:16]([Cl:19])=[CH:15][C:14]=3[Cl:20])[N:12]=2)=[CH:4][CH:3]=1. The yield is 0.820.